This data is from Forward reaction prediction with 1.9M reactions from USPTO patents (1976-2016). The task is: Predict the product of the given reaction. (1) Given the reactants [OH:1][CH:2]([CH2:8][C:9]([C:11]1[CH:16]=[CH:15][C:14]([O:17][CH3:18])=[CH:13][CH:12]=1)=O)[C:3]([O:5][CH2:6][CH3:7])=[O:4], predict the reaction product. The product is: [OH:1][CH:2]([CH2:8][CH2:9][C:11]1[CH:12]=[CH:13][C:14]([O:17][CH3:18])=[CH:15][CH:16]=1)[C:3]([O:5][CH2:6][CH3:7])=[O:4]. (2) Given the reactants C([O:4][CH2:5][C:6]1[C:7]([N:35]2[CH2:46][CH2:45][N:44]3[C:37](=[CH:38][C:39]4[CH2:40][C:41]([CH3:48])([CH3:47])[CH2:42][C:43]=43)[C:36]2=[O:49])=[N:8][CH:9]=[CH:10][C:11]=1[C:12]1[CH:17]=[C:16]([NH:18][C:19]2[CH:24]=[CH:23][CH:22]=[C:21]([O:25][CH2:26][CH2:27][NH:28][C:29](=[O:32])[CH:30]=[CH2:31])[N:20]=2)[C:15](=[O:33])[N:14]([CH3:34])[CH:13]=1)(=O)C.[Li+].[OH-], predict the reaction product. The product is: [CH3:47][C:41]1([CH3:48])[CH2:40][C:39]2[CH:38]=[C:37]3[N:44]([CH2:45][CH2:46][N:35]([C:7]4[C:6]([CH2:5][OH:4])=[C:11]([C:12]5[CH:17]=[C:16]([NH:18][C:19]6[N:20]=[C:21]([O:25][CH2:26][CH2:27][NH:28][C:29](=[O:32])[CH:30]=[CH2:31])[CH:22]=[CH:23][CH:24]=6)[C:15](=[O:33])[N:14]([CH3:34])[CH:13]=5)[CH:10]=[CH:9][N:8]=4)[C:36]3=[O:49])[C:43]=2[CH2:42]1. (3) Given the reactants [Br:1][C:2]1[CH:7]=[C:6]([F:8])[C:5]([F:9])=[CH:4][C:3]=1[OH:10].C([O-])([O-])=O.[K+].[K+].F[C:18]1[CH:23]=[CH:22][CH:21]=[CH:20][N:19]=1, predict the reaction product. The product is: [Br:1][C:2]1[CH:7]=[C:6]([F:8])[C:5]([F:9])=[CH:4][C:3]=1[O:10][C:18]1[CH:23]=[CH:22][CH:21]=[CH:20][N:19]=1. (4) Given the reactants [CH3:1][CH:2]1[CH2:4][N@@:3]1[P:5](=[O:10])([O:8][CH3:9])[O:6][CH3:7].[C:11]1([Mg]Cl)[CH:16]=[CH:15][CH:14]=[CH:13][CH:12]=1, predict the reaction product. The product is: [C:11]1([CH2:4][C@@H:2]([NH:3][P:5](=[O:10])([O:8][CH3:9])[O:6][CH3:7])[CH3:1])[CH:16]=[CH:15][CH:14]=[CH:13][CH:12]=1. (5) Given the reactants [Br:1][C:2]1[CH:11]=[CH:10][C:5]2[N:6]=[C:7](Cl)[S:8][C:4]=2[CH:3]=1.[N:12]1([CH:17]2[CH2:22][CH2:21][NH:20][CH2:19][CH2:18]2)[CH2:16][CH2:15][CH2:14][CH2:13]1.CN(C)C=O.C(N(CC)C(C)C)(C)C, predict the reaction product. The product is: [Br:1][C:2]1[CH:11]=[CH:10][C:5]2[N:6]=[C:7]([N:20]3[CH2:21][CH2:22][CH:17]([N:12]4[CH2:16][CH2:15][CH2:14][CH2:13]4)[CH2:18][CH2:19]3)[S:8][C:4]=2[CH:3]=1. (6) The product is: [Br:7][C:8]1[CH:9]=[C:10]2[C:14](=[CH:15][CH:16]=1)[CH2:13][NH:12][CH2:11]2. Given the reactants B.C1COCC1.[Br:7][C:8]1[CH:9]=[C:10]2[C:14](=[CH:15][CH:16]=1)[C:13](=O)[NH:12][C:11]2=O.CO.Cl, predict the reaction product.